From a dataset of NCI-60 drug combinations with 297,098 pairs across 59 cell lines. Regression. Given two drug SMILES strings and cell line genomic features, predict the synergy score measuring deviation from expected non-interaction effect. (1) Cell line: NCIH23. Drug 2: CC(C)(C#N)C1=CC(=CC(=C1)CN2C=NC=N2)C(C)(C)C#N. Synergy scores: CSS=36.4, Synergy_ZIP=-3.51, Synergy_Bliss=-6.21, Synergy_Loewe=-47.6, Synergy_HSA=-5.62. Drug 1: CC=C1C(=O)NC(C(=O)OC2CC(=O)NC(C(=O)NC(CSSCCC=C2)C(=O)N1)C(C)C)C(C)C. (2) Drug 1: C1=CC(=C2C(=C1NCCNCCO)C(=O)C3=C(C=CC(=C3C2=O)O)O)NCCNCCO. Drug 2: C1=CC(=CC=C1CCCC(=O)O)N(CCCl)CCCl. Cell line: T-47D. Synergy scores: CSS=41.0, Synergy_ZIP=-3.90, Synergy_Bliss=-2.35, Synergy_Loewe=-0.124, Synergy_HSA=2.30. (3) Drug 1: CCC1=CC2CC(C3=C(CN(C2)C1)C4=CC=CC=C4N3)(C5=C(C=C6C(=C5)C78CCN9C7C(C=CC9)(C(C(C8N6C)(C(=O)OC)O)OC(=O)C)CC)OC)C(=O)OC.C(C(C(=O)O)O)(C(=O)O)O. Drug 2: C1CCC(C(C1)N)N.C(=O)(C(=O)[O-])[O-].[Pt+4]. Cell line: SF-295. Synergy scores: CSS=36.6, Synergy_ZIP=-8.59, Synergy_Bliss=-5.78, Synergy_Loewe=-1.53, Synergy_HSA=-1.15. (4) Drug 1: COC1=C(C=C2C(=C1)N=CN=C2NC3=CC(=C(C=C3)F)Cl)OCCCN4CCOCC4. Drug 2: C(=O)(N)NO. Cell line: SF-539. Synergy scores: CSS=8.41, Synergy_ZIP=-2.36, Synergy_Bliss=-2.30, Synergy_Loewe=-3.88, Synergy_HSA=-1.04. (5) Drug 1: CNC(=O)C1=CC=CC=C1SC2=CC3=C(C=C2)C(=NN3)C=CC4=CC=CC=N4. Drug 2: CC1=C(C=C(C=C1)NC2=NC=CC(=N2)N(C)C3=CC4=NN(C(=C4C=C3)C)C)S(=O)(=O)N.Cl. Cell line: MCF7. Synergy scores: CSS=3.39, Synergy_ZIP=0.150, Synergy_Bliss=4.40, Synergy_Loewe=-3.61, Synergy_HSA=1.55.